Dataset: NCI-60 drug combinations with 297,098 pairs across 59 cell lines. Task: Regression. Given two drug SMILES strings and cell line genomic features, predict the synergy score measuring deviation from expected non-interaction effect. (1) Drug 1: C1=CC(=C2C(=C1NCCNCCO)C(=O)C3=C(C=CC(=C3C2=O)O)O)NCCNCCO. Drug 2: C1=NC2=C(N=C(N=C2N1C3C(C(C(O3)CO)O)F)Cl)N. Cell line: SW-620. Synergy scores: CSS=42.2, Synergy_ZIP=-6.64, Synergy_Bliss=-6.49, Synergy_Loewe=-6.36, Synergy_HSA=-2.45. (2) Drug 1: C1CC(=O)NC(=O)C1N2C(=O)C3=CC=CC=C3C2=O. Drug 2: COC1=C2C(=CC3=C1OC=C3)C=CC(=O)O2. Cell line: MDA-MB-435. Synergy scores: CSS=4.98, Synergy_ZIP=-1.78, Synergy_Bliss=1.59, Synergy_Loewe=-3.24, Synergy_HSA=-1.95. (3) Drug 1: CC12CCC(CC1=CCC3C2CCC4(C3CC=C4C5=CN=CC=C5)C)O. Drug 2: CN(C(=O)NC(C=O)C(C(C(CO)O)O)O)N=O. Cell line: NCI-H460. Synergy scores: CSS=-6.14, Synergy_ZIP=-0.152, Synergy_Bliss=-7.67, Synergy_Loewe=-10.8, Synergy_HSA=-9.06. (4) Drug 1: CCC1(C2=C(COC1=O)C(=O)N3CC4=CC5=C(C=CC(=C5CN(C)C)O)N=C4C3=C2)O.Cl. Drug 2: CC1C(C(CC(O1)OC2CC(CC3=C2C(=C4C(=C3O)C(=O)C5=CC=CC=C5C4=O)O)(C(=O)C)O)N)O. Cell line: NCI-H522. Synergy scores: CSS=55.2, Synergy_ZIP=-7.17, Synergy_Bliss=-5.02, Synergy_Loewe=-2.40, Synergy_HSA=-1.01. (5) Drug 1: C1CC(C1)(C(=O)O)C(=O)O.[NH2-].[NH2-].[Pt+2]. Synergy scores: CSS=11.0, Synergy_ZIP=-5.42, Synergy_Bliss=-2.03, Synergy_Loewe=-17.9, Synergy_HSA=-1.70. Drug 2: C1CN(P(=O)(OC1)NCCCl)CCCl. Cell line: NCIH23. (6) Drug 1: CC1C(C(CC(O1)OC2CC(CC3=C2C(=C4C(=C3O)C(=O)C5=C(C4=O)C(=CC=C5)OC)O)(C(=O)C)O)N)O.Cl. Drug 2: C1CN(P(=O)(OC1)NCCCl)CCCl. Cell line: SF-539. Synergy scores: CSS=10.6, Synergy_ZIP=2.31, Synergy_Bliss=4.35, Synergy_Loewe=-31.7, Synergy_HSA=3.59. (7) Drug 1: COC1=C(C=C2C(=C1)N=CN=C2NC3=CC(=C(C=C3)F)Cl)OCCCN4CCOCC4. Drug 2: CC(C)NC(=O)C1=CC=C(C=C1)CNNC.Cl. Cell line: SN12C. Synergy scores: CSS=25.9, Synergy_ZIP=-7.65, Synergy_Bliss=-1.30, Synergy_Loewe=-8.92, Synergy_HSA=0.581. (8) Drug 2: CS(=O)(=O)CCNCC1=CC=C(O1)C2=CC3=C(C=C2)N=CN=C3NC4=CC(=C(C=C4)OCC5=CC(=CC=C5)F)Cl. Drug 1: CC(C1=C(C=CC(=C1Cl)F)Cl)OC2=C(N=CC(=C2)C3=CN(N=C3)C4CCNCC4)N. Synergy scores: CSS=-10.6, Synergy_ZIP=5.80, Synergy_Bliss=0.432, Synergy_Loewe=-7.90, Synergy_HSA=-7.48. Cell line: SK-MEL-5. (9) Drug 1: C1=NC2=C(N=C(N=C2N1C3C(C(C(O3)CO)O)O)F)N. Drug 2: CC1CCCC2(C(O2)CC(NC(=O)CC(C(C(=O)C(C1O)C)(C)C)O)C(=CC3=CSC(=N3)C)C)C. Cell line: OVCAR-5. Synergy scores: CSS=36.9, Synergy_ZIP=-1.48, Synergy_Bliss=-5.94, Synergy_Loewe=-13.0, Synergy_HSA=-6.55.